Dataset: Catalyst prediction with 721,799 reactions and 888 catalyst types from USPTO. Task: Predict which catalyst facilitates the given reaction. (1) Reactant: [C:1]([O:5][C:6](=[O:32])[N:7]([CH:15]1[CH2:18][N:17](C(C2C=CC=CC=2)C2C=CC=CC=2)[CH2:16]1)[CH2:8][C:9]1[CH:14]=[CH:13][CH:12]=[CH:11][CH:10]=1)([CH3:4])([CH3:3])[CH3:2].C([O-])=O.[NH4+]. Product: [C:1]([O:5][C:6](=[O:32])[N:7]([CH:15]1[CH2:18][NH:17][CH2:16]1)[CH2:8][C:9]1[CH:10]=[CH:11][CH:12]=[CH:13][CH:14]=1)([CH3:4])([CH3:2])[CH3:3]. The catalyst class is: 886. (2) Reactant: [OH:1][CH2:2][C:3]1[CH:4]=[C:5]([OH:9])[CH:6]=[CH:7][CH:8]=1.Br[CH2:11][C:12]([O:14][C:15]([CH3:18])([CH3:17])[CH3:16])=[O:13].C([O-])([O-])=O.[K+].[K+]. Product: [C:15]([O:14][C:12](=[O:13])[CH2:11][O:9][C:5]1[CH:6]=[CH:7][CH:8]=[C:3]([CH2:2][OH:1])[CH:4]=1)([CH3:18])([CH3:17])[CH3:16]. The catalyst class is: 3.